This data is from NCI-60 drug combinations with 297,098 pairs across 59 cell lines. The task is: Regression. Given two drug SMILES strings and cell line genomic features, predict the synergy score measuring deviation from expected non-interaction effect. (1) Drug 1: C1CNP(=O)(OC1)N(CCCl)CCCl. Drug 2: CC1CCCC2(C(O2)CC(NC(=O)CC(C(C(=O)C(C1O)C)(C)C)O)C(=CC3=CSC(=N3)C)C)C. Cell line: KM12. Synergy scores: CSS=21.9, Synergy_ZIP=3.00, Synergy_Bliss=-9.15, Synergy_Loewe=-39.8, Synergy_HSA=-16.3. (2) Drug 1: CC1=C(C=C(C=C1)NC2=NC=CC(=N2)N(C)C3=CC4=NN(C(=C4C=C3)C)C)S(=O)(=O)N.Cl. Drug 2: C1CC(=O)NC(=O)C1N2C(=O)C3=CC=CC=C3C2=O. Cell line: K-562. Synergy scores: CSS=14.9, Synergy_ZIP=0.186, Synergy_Bliss=6.02, Synergy_Loewe=1.84, Synergy_HSA=5.46. (3) Drug 1: C1=CC(=CC=C1CC(C(=O)O)N)N(CCCl)CCCl.Cl. Drug 2: CC1CCC2CC(C(=CC=CC=CC(CC(C(=O)C(C(C(=CC(C(=O)CC(OC(=O)C3CCCCN3C(=O)C(=O)C1(O2)O)C(C)CC4CCC(C(C4)OC)O)C)C)O)OC)C)C)C)OC. Cell line: HOP-92. Synergy scores: CSS=27.7, Synergy_ZIP=-8.22, Synergy_Bliss=-5.03, Synergy_Loewe=-9.17, Synergy_HSA=-1.36. (4) Drug 1: CCC(=C(C1=CC=CC=C1)C2=CC=C(C=C2)OCCN(C)C)C3=CC=CC=C3.C(C(=O)O)C(CC(=O)O)(C(=O)O)O. Drug 2: C(CCl)NC(=O)N(CCCl)N=O. Cell line: NCI-H522. Synergy scores: CSS=4.30, Synergy_ZIP=-1.84, Synergy_Bliss=-1.23, Synergy_Loewe=-4.01, Synergy_HSA=-3.55. (5) Drug 1: CN1C2=C(C=C(C=C2)N(CCCl)CCCl)N=C1CCCC(=O)O.Cl. Drug 2: C1=NNC2=C1C(=O)NC=N2. Cell line: MALME-3M. Synergy scores: CSS=0.790, Synergy_ZIP=4.68, Synergy_Bliss=-3.38, Synergy_Loewe=-0.499, Synergy_HSA=-3.26. (6) Drug 1: CC1C(C(=O)NC(C(=O)N2CCCC2C(=O)N(CC(=O)N(C(C(=O)O1)C(C)C)C)C)C(C)C)NC(=O)C3=C4C(=C(C=C3)C)OC5=C(C(=O)C(=C(C5=N4)C(=O)NC6C(OC(=O)C(N(C(=O)CN(C(=O)C7CCCN7C(=O)C(NC6=O)C(C)C)C)C)C(C)C)C)N)C. Drug 2: CNC(=O)C1=NC=CC(=C1)OC2=CC=C(C=C2)NC(=O)NC3=CC(=C(C=C3)Cl)C(F)(F)F. Cell line: SNB-19. Synergy scores: CSS=12.3, Synergy_ZIP=-2.64, Synergy_Bliss=-1.10, Synergy_Loewe=-12.8, Synergy_HSA=-0.654. (7) Drug 1: C1=NC(=NC(=O)N1C2C(C(C(O2)CO)O)O)N. Drug 2: CN(CCCl)CCCl.Cl. Cell line: HT29. Synergy scores: CSS=35.8, Synergy_ZIP=1.01, Synergy_Bliss=1.63, Synergy_Loewe=-1.51, Synergy_HSA=3.99. (8) Drug 1: CC1C(C(CC(O1)OC2CC(CC3=C2C(=C4C(=C3O)C(=O)C5=C(C4=O)C(=CC=C5)OC)O)(C(=O)CO)O)N)O.Cl. Drug 2: C1=CC=C(C(=C1)C(C2=CC=C(C=C2)Cl)C(Cl)Cl)Cl. Cell line: SK-OV-3. Synergy scores: CSS=-5.59, Synergy_ZIP=8.80, Synergy_Bliss=21.2, Synergy_Loewe=-30.6, Synergy_HSA=-0.345.